Predict the reactants needed to synthesize the given product. From a dataset of Full USPTO retrosynthesis dataset with 1.9M reactions from patents (1976-2016). (1) Given the product [CH3:15][O:5][C:4](=[O:6])[C:3]1[CH:7]=[CH:8][C:9]([C:11]([F:12])([F:13])[F:14])=[CH:10][C:2]=1[OH:1], predict the reactants needed to synthesize it. The reactants are: [OH:1][C:2]1[CH:10]=[C:9]([C:11]([F:14])([F:13])[F:12])[CH:8]=[CH:7][C:3]=1[C:4]([OH:6])=[O:5].[CH3:15][Si](Cl)(C)C. (2) Given the product [Cl:33][C:30]1[CH:31]=[CH:32][C:27]([C:11]2([CH2:14][O:15][C:16]3[CH:25]=[C:24]4[C:19]([C:20](=[O:26])[NH:21][CH:22]=[N:23]4)=[CH:18][CH:17]=3)[CH2:12][CH2:13][NH:8][CH2:9][CH2:10]2)=[CH:28][CH:29]=1, predict the reactants needed to synthesize it. The reactants are: C(OC([N:8]1[CH2:13][CH2:12][C:11]([C:27]2[CH:32]=[CH:31][C:30]([Cl:33])=[CH:29][CH:28]=2)([CH2:14][O:15][C:16]2[CH:25]=[C:24]3[C:19]([C:20](=[O:26])[NH:21][CH:22]=[N:23]3)=[CH:18][CH:17]=2)[CH2:10][CH2:9]1)=O)(C)(C)C.CO. (3) Given the product [CH2:1]([CH:3]1[N:12]2[C:7](=[CH:8][C:9](=[O:18])[C:10]([C:13]([OH:15])=[O:14])=[CH:11]2)[C:6]2[CH:19]=[C:20]([O:27][CH3:28])[C:21]([O:23][CH2:24][CH2:25][OH:26])=[CH:22][C:5]=2[CH2:4]1)[CH3:2], predict the reactants needed to synthesize it. The reactants are: [CH2:1]([CH:3]1[N:12]2[C:7](=[CH:8][C:9](=[O:18])[C:10]([C:13]([O:15]CC)=[O:14])=[CH:11]2)[C:6]2[CH:19]=[C:20]([O:27][CH3:28])[C:21]([O:23][CH2:24][CH2:25][OH:26])=[CH:22][C:5]=2[CH2:4]1)[CH3:2].[OH-].[Na+].Cl. (4) The reactants are: [NH2:1][C@@H:2]1[CH2:9][C@H:5]2[O:6][CH2:7][CH2:8][C@@:4]2([C:10]([N:12]2[CH2:17][C:16]3[CH:18]=[C:19]([C:22]([F:25])([F:24])[F:23])[CH:20]=[CH:21][C:15]=3[O:14][CH2:13]2)=[O:11])[CH2:3]1.[CH3:26][O:27][C@H:28]1[C:33](=O)[CH2:32][CH2:31][O:30][CH2:29]1. Given the product [CH3:26][O:27][C@H:28]1[C@@H:33]([NH:1][C@@H:2]2[CH2:9][C@H:5]3[O:6][CH2:7][CH2:8][C@@:4]3([C:10]([N:12]3[CH2:17][C:16]4[CH:18]=[C:19]([C:22]([F:25])([F:24])[F:23])[CH:20]=[CH:21][C:15]=4[O:14][CH2:13]3)=[O:11])[CH2:3]2)[CH2:32][CH2:31][O:30][CH2:29]1, predict the reactants needed to synthesize it. (5) The reactants are: [Cl:1][C:2]1[CH:3]=[CH:4][C:5]([N+:11]([O-])=O)=[C:6]([CH:10]=1)[N:7]([CH3:9])[CH3:8].S(S([O-])=O)([O-])=O.[Na+].[Na+]. Given the product [Cl:1][C:2]1[CH:10]=[C:6]([N:7]([CH3:9])[CH3:8])[C:5]([NH2:11])=[CH:4][CH:3]=1, predict the reactants needed to synthesize it. (6) Given the product [S:35]([OH:38])(=[O:37])(=[O:36])[CH3:34].[CH2:29]([N:3]([CH2:1][CH3:2])[CH2:4][CH2:5][N:6]1[CH2:11][CH2:10][C:9]2[NH:12][C:13]([CH:16]=[C:17]3[C:25]4[C:20](=[CH:21][CH:22]=[C:23]([F:26])[CH:24]=4)[NH:19][C:18]3=[O:27])=[C:14]([CH3:15])[C:8]=2[C:7]1=[O:28])[CH3:30].[S:35]([OH:38])(=[O:37])(=[O:36])[CH3:34].[CH2:1]([N:3]([CH2:29][CH3:30])[CH2:4][CH2:5][CH:11]1[NH:6][C:7](=[O:28])[C:8]2[C:14]([CH3:15])=[C:13]([CH:16]=[C:17]3[C:25]4[C:20](=[CH:21][CH:22]=[C:23]([F:26])[CH:24]=4)[NH:19][C:18]3=[O:27])[NH:12][C:9]=2[CH2:10]1)[CH3:2], predict the reactants needed to synthesize it. The reactants are: [CH2:1]([N:3]([CH2:29][CH3:30])[CH2:4][CH2:5][N:6]1[CH2:11][CH2:10][C:9]2[NH:12][C:13]([CH:16]=[C:17]3[C:25]4[C:20](=[CH:21][CH:22]=[C:23]([F:26])[CH:24]=4)[NH:19][C:18]3=[O:27])=[C:14]([CH3:15])[C:8]=2[C:7]1=[O:28])[CH3:2].ClCCl.[CH3:34][S:35]([OH:38])(=[O:37])=[O:36]. (7) Given the product [Br:1][C:2]1[CH:9]=[CH:8][CH:7]=[CH:6][C:3]=1[CH:4]([OH:5])[CH2:4][C:3]1[CH:6]=[CH:7][CH:8]=[CH:9][CH:2]=1, predict the reactants needed to synthesize it. The reactants are: [Br:1][C:2]1[CH:9]=[CH:8][CH:7]=[CH:6][C:3]=1[CH:4]=[O:5]. (8) Given the product [NH2:11][C:12]1[C:21]2[C:16](=[CH:17][CH:18]=[CH:19][CH:20]=2)[C:15]([CH2:22][CH2:23][OH:24])=[C:14]([NH:25][C:26]([C:28]2[NH:29][C:30]3[C:35]([CH:36]=2)=[CH:34][C:33]([O:37][CH3:38])=[C:32]([O:39][CH3:40])[C:31]=3[O:41][CH3:42])=[O:27])[CH:13]=1, predict the reactants needed to synthesize it. The reactants are: C(OC([NH:11][C:12]1[C:21]2[C:16](=[CH:17][CH:18]=[CH:19][CH:20]=2)[C:15]([CH2:22][CH2:23][OH:24])=[C:14]([NH:25][C:26]([C:28]2[NH:29][C:30]3[C:35]([CH:36]=2)=[CH:34][C:33]([O:37][CH3:38])=[C:32]([O:39][CH3:40])[C:31]=3[O:41][CH3:42])=[O:27])[CH:13]=1)=O)C1C=CC=CC=1. (9) Given the product [CH3:26][S:27]([C:30]1[CH:35]=[CH:34][C:33]([C:6]2[CH:7]=[CH:2][CH:3]=[C:4]([CH:8]([C:19]3[CH:24]=[CH:23][CH:22]=[CH:21][C:20]=3[CH3:25])[CH2:9][C:10]([C:13]3[CH:14]=[CH:15][N:16]=[CH:17][CH:18]=3)=[N:11][OH:12])[CH:5]=2)=[CH:32][CH:31]=1)(=[O:29])=[O:28], predict the reactants needed to synthesize it. The reactants are: Br[C:2]1[CH:3]=[C:4]([CH:8]([C:19]2[CH:24]=[CH:23][CH:22]=[CH:21][C:20]=2[CH3:25])[CH2:9][C:10]([C:13]2[CH:18]=[CH:17][N:16]=[CH:15][CH:14]=2)=[N:11][OH:12])[CH:5]=[CH:6][CH:7]=1.[CH3:26][S:27]([C:30]1[CH:35]=[CH:34][C:33](B(O)O)=[CH:32][CH:31]=1)(=[O:29])=[O:28].